From a dataset of Peptide-MHC class I binding affinity with 185,985 pairs from IEDB/IMGT. Regression. Given a peptide amino acid sequence and an MHC pseudo amino acid sequence, predict their binding affinity value. This is MHC class I binding data. (1) The peptide sequence is EDVWQLFETSI. The MHC is Mamu-B01 with pseudo-sequence Mamu-B01. The binding affinity (normalized) is 0.163. (2) The peptide sequence is RPFNNILNL. The MHC is HLA-B54:01 with pseudo-sequence HLA-B54:01. The binding affinity (normalized) is 0.157. (3) The peptide sequence is RSDGYFLKIK. The MHC is HLA-A68:01 with pseudo-sequence HLA-A68:01. The binding affinity (normalized) is 0. (4) The peptide sequence is NSESLSLISH. The MHC is HLA-A11:01 with pseudo-sequence HLA-A11:01. The binding affinity (normalized) is 0.169.